This data is from Full USPTO retrosynthesis dataset with 1.9M reactions from patents (1976-2016). The task is: Predict the reactants needed to synthesize the given product. (1) Given the product [F:1][C:2]1[CH:7]=[CH:6][CH:5]=[CH:4][C:3]=1[C:8]1([C:54]([N:50]([CH3:51])[CH:47]([CH3:49])[CH3:48])=[O:37])[C:17]2[C:12](=[CH:13][CH:14]=[CH:15][CH:16]=2)[CH:11]=[CH:10][NH:9]1, predict the reactants needed to synthesize it. The reactants are: [F:1][C:2]1[CH:7]=[CH:6][CH:5]=[CH:4][C:3]=1[C:8]1[C:17]2[C:12](=[CH:13][CH:14]=[CH:15][CH:16]=2)[CH:11]=[C:10](C(O)=O)[N:9]=1.CNC(C)C.C(N=C=NCCCN(C)C)C.[OH:37]C1C2N=NNC=2C=CC=1.[CH:47]([N:50]([CH2:54]C)[CH:51](C)C)([CH3:49])[CH3:48]. (2) Given the product [CH3:1][C:2]1[C:7]([OH:8])=[C:6]([CH2:9][NH2:10])[C:5]([CH2:11][OH:12])=[CH:4][N:3]=1.[ClH:18].[ClH:18], predict the reactants needed to synthesize it. The reactants are: [CH3:1][C:2]1[C:7]([OH:8])=[C:6]([C:9]#[N:10])[C:5]([CH2:11][O:12]C(=O)C)=[CH:4][N:3]=1.CO.[ClH:18].